From a dataset of Full USPTO retrosynthesis dataset with 1.9M reactions from patents (1976-2016). Predict the reactants needed to synthesize the given product. (1) Given the product [O:11]=[C:8]1[C:7]2[CH:12]=[CH:13][C:4]([CH2:1][CH:2]=[O:17])=[C:5]([CH2:14][CH2:15][CH3:16])[C:6]=2[CH2:10][O:9]1, predict the reactants needed to synthesize it. The reactants are: [CH2:1]([C:4]1[CH:13]=[CH:12][C:7]2[C:8](=[O:11])[O:9][CH2:10][C:6]=2[C:5]=1[CH2:14][CH2:15][CH3:16])[CH:2]=C.[O:17]=[O+][O-].CSC. (2) Given the product [N+:14]([C:9]1[CH:10]=[CH:11][C:3]([C:2]([F:12])([F:13])[F:1])=[CH:4][C:5]=1[C:6]([OH:8])=[O:7])([O-:16])=[O:15], predict the reactants needed to synthesize it. The reactants are: [F:1][C:2]([F:13])([F:12])[C:3]1[CH:4]=[C:5]([CH:9]=[CH:10][CH:11]=1)[C:6]([OH:8])=[O:7].[N+:14]([O-])([O-:16])=[O:15].[K+].